The task is: Predict the reactants needed to synthesize the given product.. This data is from Full USPTO retrosynthesis dataset with 1.9M reactions from patents (1976-2016). Given the product [CH2:30]([O:29][CH:5]([CH2:6][C:7]1[CH:12]=[CH:11][C:10]([O:13][CH2:14][CH2:15][C:16]2[N:17]=[C:18]([C:22]3[CH:23]=[CH:24][CH:25]=[CH:26][CH:27]=3)[S:19][C:20]=2[CH3:21])=[CH:9][C:8]=1[CH3:28])[C:4]([OH:32])=[O:3])[CH3:31], predict the reactants needed to synthesize it. The reactants are: C([O:3][C:4](=[O:32])[CH:5]([O:29][CH2:30][CH3:31])[CH2:6][C:7]1[CH:12]=[CH:11][C:10]([O:13][CH2:14][CH2:15][C:16]2[N:17]=[C:18]([C:22]3[CH:27]=[CH:26][CH:25]=[CH:24][CH:23]=3)[S:19][C:20]=2[CH3:21])=[CH:9][C:8]=1[CH3:28])C.[Li+].[OH-].